From a dataset of Catalyst prediction with 721,799 reactions and 888 catalyst types from USPTO. Predict which catalyst facilitates the given reaction. (1) Reactant: [CH3:1][C:2]1[CH:7]=[C:6]([CH3:8])[NH:5][C:4](=[O:9])[C:3]=1[C:10]#[N:11].N#N.[ClH:14]. Product: [ClH:14].[NH2:11][CH2:10][C:3]1[C:4](=[O:9])[NH:5][C:6]([CH3:8])=[CH:7][C:2]=1[CH3:1]. The catalyst class is: 105. (2) Reactant: [Cl:1][C:2]1[CH:3]=[CH:4][C:5]2[NH:11]/[C:10](=[N:12]\[NH2:13])/[CH:9]([CH2:14][C:15]3[O:16][C:17]([CH2:20][CH2:21][C:22]([O:24][CH3:25])=[O:23])=[CH:18][N:19]=3)[CH2:8][CH:7]([C:26]3[CH:31]=[CH:30][CH:29]=[C:28]([O:32][CH3:33])[C:27]=3[O:34][CH3:35])[C:6]=2[CH:36]=1.[F:37][C:38]([F:49])([F:48])[C:39](O[C:39](=O)[C:38]([F:49])([F:48])[F:37])=O.FC(F)(F)C(O)=O.C1(C)C=CC=CC=1. Product: [Cl:1][C:2]1[CH:3]=[CH:4][C:5]2[N:11]3[C:39]([C:38]([F:49])([F:48])[F:37])=[N:13][N:12]=[C:10]3[CH:9]([CH2:14][C:15]3[O:16][C:17]([CH2:20][CH2:21][C:22]([O:24][CH3:25])=[O:23])=[CH:18][N:19]=3)[CH2:8][CH:7]([C:26]3[CH:31]=[CH:30][CH:29]=[C:28]([O:32][CH3:33])[C:27]=3[O:34][CH3:35])[C:6]=2[CH:36]=1. The catalyst class is: 4.